This data is from Peptide-MHC class I binding affinity with 185,985 pairs from IEDB/IMGT. The task is: Regression. Given a peptide amino acid sequence and an MHC pseudo amino acid sequence, predict their binding affinity value. This is MHC class I binding data. (1) The peptide sequence is ARIDARIDF. The MHC is HLA-A30:01 with pseudo-sequence HLA-A30:01. The binding affinity (normalized) is 0.0847. (2) The peptide sequence is EKPPVRPIF. The MHC is HLA-B44:02 with pseudo-sequence HLA-B44:02. The binding affinity (normalized) is 0.0847. (3) The peptide sequence is YLKKGRLSL. The MHC is HLA-B15:09 with pseudo-sequence HLA-B15:09. The binding affinity (normalized) is 0.0847. (4) The peptide sequence is AMLGHAGDM. The MHC is HLA-A24:02 with pseudo-sequence HLA-A24:02. The binding affinity (normalized) is 0. (5) The MHC is HLA-B27:05 with pseudo-sequence HLA-B27:05. The binding affinity (normalized) is 0.0847. The peptide sequence is AITTPQMTL. (6) The peptide sequence is EGNLAQGFR. The MHC is HLA-A03:01 with pseudo-sequence HLA-A03:01. The binding affinity (normalized) is 0.232.